This data is from Forward reaction prediction with 1.9M reactions from USPTO patents (1976-2016). The task is: Predict the product of the given reaction. (1) Given the reactants C([O:3][C:4]1[CH:9]=[CH:8][N:7]=[C:6]([N:10]2[CH2:14][CH2:13][CH:12]([OH:15])[CH2:11]2)[N:5]=1)C.Cl, predict the reaction product. The product is: [OH:15][CH:12]1[CH2:13][CH2:14][N:10]([C:6]2[N:5]=[C:4]([OH:3])[CH:9]=[CH:8][N:7]=2)[CH2:11]1. (2) Given the reactants [OH:1][CH2:2][C:3]1[CH:31]=[CH:30][C:6]2[S:7][CH:8]=[C:9]([C:10]3[CH:15]=[CH:14][C:13]([CH:16]4[CH2:21][CH2:20][N:19]([C:22]([O:24][C:25]([CH3:28])([CH3:27])[CH3:26])=[O:23])[CH2:18][CH2:17]4)=[CH:12][C:11]=3[CH3:29])[C:5]=2[CH:4]=1.O[C:33]1[CH:38]=[CH:37][C:36]([C@@H:39]([C:46]#[C:47][CH3:48])[CH2:40][C:41]([O:43][CH2:44][CH3:45])=[O:42])=[CH:35][CH:34]=1.P(CCCC)(CCCC)CCCC.C1CCN(C(N=NC(N2CCCCC2)=O)=O)CC1, predict the reaction product. The product is: [CH2:44]([O:43][C:41](=[O:42])[CH2:40][C@@H:39]([C:36]1[CH:35]=[CH:34][C:33]([O:1][CH2:2][C:3]2[CH:31]=[CH:30][C:6]3[S:7][CH:8]=[C:9]([C:10]4[CH:15]=[CH:14][C:13]([CH:16]5[CH2:21][CH2:20][N:19]([C:22]([O:24][C:25]([CH3:26])([CH3:27])[CH3:28])=[O:23])[CH2:18][CH2:17]5)=[CH:12][C:11]=4[CH3:29])[C:5]=3[CH:4]=2)=[CH:38][CH:37]=1)[C:46]#[C:47][CH3:48])[CH3:45]. (3) Given the reactants [CH2:1]([C@H:4]1[O:6][C@@H:5]1[C:7]([O:9][CH3:10])=[O:8])[CH2:2][CH3:3].C(=O)([O-])O.[Na+].[C:16](#[N:18])[CH3:17], predict the reaction product. The product is: [CH3:17][C:16]1[O:6][C@H:5]([C:7]([O:9][CH3:10])=[O:8])[C@H:4]([CH2:1][CH2:2][CH3:3])[N:18]=1. (4) Given the reactants [Cl:1][C:2]1[CH:7]=[CH:6][C:5]([CH2:8][CH2:9][C:10]#[N:11])=[CH:4][C:3]=1[CH2:12][OH:13].CC(OI1(OC(C)=O)(OC(C)=O)OC(=O)C2C=CC=CC1=2)=O, predict the reaction product. The product is: [Cl:1][C:2]1[CH:7]=[CH:6][C:5]([CH2:8][CH2:9][C:10]#[N:11])=[CH:4][C:3]=1[CH:12]=[O:13]. (5) Given the reactants [C:1]1([C:7]2[O:16][C:10]3[N:11]=[CH:12][N:13]=[C:14]([NH2:15])[C:9]=3[CH:8]=2)[CH:6]=[CH:5][CH:4]=[CH:3][CH:2]=1.[Br:17]N1C(=O)CCC1=O, predict the reaction product. The product is: [Br:17][C:8]1[C:9]2[C:14]([NH2:15])=[N:13][CH:12]=[N:11][C:10]=2[O:16][C:7]=1[C:1]1[CH:2]=[CH:3][CH:4]=[CH:5][CH:6]=1. (6) Given the reactants [N+:1]([C:4]1[CH:9]=[CH:8][C:7]([OH:10])=[CH:6][CH:5]=1)([O-:3])=[O:2].Br[CH2:12][CH2:13][CH2:14][CH2:15][Cl:16].C([O-])([O-])=O.[K+].[K+], predict the reaction product. The product is: [Cl:16][CH2:15][CH2:14][CH2:13][CH2:12][O:10][C:7]1[CH:8]=[CH:9][C:4]([N+:1]([O-:3])=[O:2])=[CH:5][CH:6]=1.